Dataset: Catalyst prediction with 721,799 reactions and 888 catalyst types from USPTO. Task: Predict which catalyst facilitates the given reaction. (1) Reactant: [Cl:1][C:2]1[CH:8]=[C:7]([Cl:9])[C:6]([O:10][CH3:11])=[CH:5][C:3]=1[NH2:4].[H-].[Na+].Cl[C:15]1[C:20]([C:21]#[N:22])=[CH:19][N:18]=[C:17]2[S:23][C:24]([I:26])=[CH:25][C:16]=12. Product: [Cl:1][C:2]1[CH:8]=[C:7]([Cl:9])[C:6]([O:10][CH3:11])=[CH:5][C:3]=1[NH:4][C:15]1[C:20]([C:21]#[N:22])=[CH:19][N:18]=[C:17]2[S:23][C:24]([I:26])=[CH:25][C:16]=12. The catalyst class is: 7. (2) Reactant: [Cl:1][C:2]1[C:7]([C:8]2[N:9]=[N:10][N:11]([CH3:13])[N:12]=2)=[C:6](Cl)[N:5]=[CH:4][N:3]=1.[NH3:15]. Product: [Cl:1][C:2]1[N:3]=[CH:4][N:5]=[C:6]([NH2:15])[C:7]=1[C:8]1[N:9]=[N:10][N:11]([CH3:13])[N:12]=1. The catalyst class is: 1. (3) Reactant: [F:1][C:2]1[CH:7]=[CH:6][CH:5]=[CH:4][C:3]=1[C:8]1[N:9]=[C:10]([CH2:22][N:23](C)[C:24](=O)OC(C)(C)C)[S:11][C:12]=1[S:13]([C:16]1[CH:17]=[N:18][N:19]([CH3:21])[CH:20]=1)(=[O:15])=[O:14].C(OCC)(=O)C.C(OCC)(=O)C.[ClH:44]. Product: [ClH:44].[F:1][C:2]1[CH:7]=[CH:6][CH:5]=[CH:4][C:3]=1[C:8]1[N:9]=[C:10]([CH2:22][NH:23][CH3:24])[S:11][C:12]=1[S:13]([C:16]1[CH:17]=[N:18][N:19]([CH3:21])[CH:20]=1)(=[O:14])=[O:15]. The catalyst class is: 8. (4) Reactant: C(O)(=O)C(O)=O.[C:7]([O:11][C:12]([N:14]1[CH2:20][C:16]2([NH:19][CH2:18][CH2:17]2)[CH2:15]1)=[O:13])([CH3:10])([CH3:9])[CH3:8].[Cl:21][C:22]1[CH:27]=[C:26]([Cl:28])[CH:25]=[CH:24][C:23]=1[CH2:29][N:30]=[C:31]=[O:32].C(N(CC)CC)C. Product: [Cl:21][C:22]1[CH:27]=[C:26]([Cl:28])[CH:25]=[CH:24][C:23]=1[CH2:29][NH:30][C:31]([N:19]1[C:16]2([CH2:15][N:14]([C:12]([O:11][C:7]([CH3:10])([CH3:8])[CH3:9])=[O:13])[CH2:20]2)[CH2:17][CH2:18]1)=[O:32]. The catalyst class is: 10. (5) Reactant: FC1C=C([C:12]2[N:17]=[C:16]3[N:18]([CH2:21][C:22]4[CH:23]=[C:24]5[C:29](=[CH:30][CH:31]=4)[N:28]=[CH:27][CH:26]=[CH:25]5)[N:19]=[N:20][C:15]3=[CH:14][CH:13]=2)C=CC=1C(NC)=O.[CH:32]([C:34]1[CH:35]=[C:36](B(O)O)[CH:37]=[CH:38][CH:39]=1)=[O:33].C(=O)([O-])[O-].[K+].[K+].O1CCOCC1. Product: [N:28]1[C:29]2[C:24](=[CH:23][C:22]([CH2:21][N:18]3[C:16]4=[N:17][C:12]([C:38]5[CH:39]=[C:34]([CH:35]=[CH:36][CH:37]=5)[CH:32]=[O:33])=[CH:13][CH:14]=[C:15]4[N:20]=[N:19]3)=[CH:31][CH:30]=2)[CH:25]=[CH:26][CH:27]=1. The catalyst class is: 103. (6) Reactant: FC(F)(F)C(O)=O.[Cl:8][C:9]1[CH:10]=[C:11]([CH:15]2[C:19]([C:22]3[CH:27]=[CH:26][C:25]([Cl:28])=[CH:24][CH:23]=3)([C:20]#[N:21])[CH:18]([CH:29]([CH2:32][CH3:33])[CH2:30][CH3:31])[NH:17][CH:16]2[C:34](O)=[O:35])[CH:12]=[CH:13][CH:14]=1.CC1(C)[O:42][C@@H:41]([CH2:43][CH2:44][NH2:45])[CH2:40][O:39]1.CN(C(ON1N=NC2C=CC=NC1=2)=[N+](C)C)C.F[P-](F)(F)(F)(F)F.CCN(C(C)C)C(C)C.Cl. Product: [OH:42][C@H:41]([CH2:40][OH:39])[CH2:43][CH2:44][NH:45][C:34]([CH:16]1[CH:15]([C:11]2[CH:12]=[CH:13][CH:14]=[C:9]([Cl:8])[CH:10]=2)[C:19]([C:22]2[CH:23]=[CH:24][C:25]([Cl:28])=[CH:26][CH:27]=2)([C:20]#[N:21])[CH:18]([CH:29]([CH2:32][CH3:33])[CH2:30][CH3:31])[NH:17]1)=[O:35]. The catalyst class is: 539. (7) The catalyst class is: 1. Product: [CH2:25]([O:24][C@@H:23]1[C@@H:22]([O:32][CH2:33][C:34]2[CH:35]=[CH:36][CH:37]=[CH:38][CH:39]=2)[C@H:21]([O:40][CH2:41][C:42]2[CH:47]=[CH:46][CH:45]=[CH:44][CH:43]=2)[C@@H:20]([CH2:48][O:49][CH2:50][C:51]2[CH:56]=[CH:55][CH:54]=[CH:53][CH:52]=2)[O:19][C@H:18]1[C:9]1[CH:10]=[C:11]([CH2:12][OH:13])[CH:16]=[CH:17][C:8]=1[CH3:7])[C:26]1[CH:31]=[CH:30][CH:29]=[CH:28][CH:27]=1. Reactant: [H-].[Al+3].[Li+].[H-].[H-].[H-].[CH3:7][C:8]1[CH:17]=[CH:16][C:11]([C:12](OC)=[O:13])=[CH:10][C:9]=1[C@H:18]1[C@H:23]([O:24][CH2:25][C:26]2[CH:31]=[CH:30][CH:29]=[CH:28][CH:27]=2)[C@@H:22]([O:32][CH2:33][C:34]2[CH:39]=[CH:38][CH:37]=[CH:36][CH:35]=2)[C@H:21]([O:40][CH2:41][C:42]2[CH:47]=[CH:46][CH:45]=[CH:44][CH:43]=2)[C@@H:20]([CH2:48][O:49][CH2:50][C:51]2[CH:56]=[CH:55][CH:54]=[CH:53][CH:52]=2)[O:19]1.O.